This data is from Peptide-MHC class I binding affinity with 185,985 pairs from IEDB/IMGT. The task is: Regression. Given a peptide amino acid sequence and an MHC pseudo amino acid sequence, predict their binding affinity value. This is MHC class I binding data. The peptide sequence is SLTKLFSYG. The MHC is HLA-A02:01 with pseudo-sequence HLA-A02:01. The binding affinity (normalized) is 0.159.